Predict the product of the given reaction. From a dataset of Forward reaction prediction with 1.9M reactions from USPTO patents (1976-2016). (1) The product is: [CH2:1]([N:8]1[C:12](=[S:27])[CH2:11][CH2:10][CH:9]1[C:14]([O:16][CH3:17])=[O:15])[C:2]1[CH:7]=[CH:6][CH:5]=[CH:4][CH:3]=1. Given the reactants [CH2:1]([N:8]1[C:12](=O)[CH2:11][CH2:10][CH:9]1[C:14]([O:16][CH3:17])=[O:15])[C:2]1[CH:7]=[CH:6][CH:5]=[CH:4][CH:3]=1.COC1C=CC(P2(SP(C3C=CC(OC)=CC=3)(=S)S2)=[S:27])=CC=1, predict the reaction product. (2) Given the reactants CCN=C=NCCCN(C)C.Cl.[C:13]([N:20]1[CH2:27][CH2:26][CH2:25][C@H:21]1[C:22]([OH:24])=O)([O:15][C:16]([CH3:19])([CH3:18])[CH3:17])=[O:14].[CH2:28]([O:35][C:36](=[O:42])[C@H:37]1[CH2:41][CH2:40][CH2:39][NH:38]1)[C:29]1[CH:34]=[CH:33][CH:32]=[CH:31][CH:30]=1, predict the reaction product. The product is: [N:20]1([C:13]([O:15][C:16]([CH3:17])([CH3:18])[CH3:19])=[O:14])[CH2:27][CH2:26][CH2:25][C@H:21]1[C:22]([N:38]1[CH2:39][CH2:40][CH2:41][C@@H:37]1[C:36]([O:35][CH2:28][C:29]1[CH:30]=[CH:31][CH:32]=[CH:33][CH:34]=1)=[O:42])=[O:24]. (3) The product is: [CH:12]1[C:13]2[C:8](=[CH:7][C:6]([C:4]3[CH:5]=[N:1][N:2]([CH2:27][C@@H:23]([NH:24][C:30](=[O:31])[O:32][C:33]([CH3:36])([CH3:35])[CH3:34])[CH2:22][C:21]4[CH:37]=[CH:38][C:18]([C:17]([F:40])([F:39])[F:16])=[CH:19][CH:20]=4)[CH:3]=3)=[CH:15][CH:14]=2)[CH:9]=[CH:10][N:11]=1. Given the reactants [NH:1]1[CH:5]=[C:4]([C:6]2[CH:7]=[C:8]3[C:13](=[CH:14][CH:15]=2)[CH:12]=[N:11][CH:10]=[CH:9]3)[CH:3]=[N:2]1.[F:16][C:17]([F:40])([F:39])[C:18]1[CH:38]=[CH:37][C:21]([CH2:22][C@H:23]2[CH2:27]OS(=O)(=O)[N:24]2[C:30]([O:32][C:33]([CH3:36])([CH3:35])[CH3:34])=[O:31])=[CH:20][CH:19]=1.C(=O)([O-])[O-].[Cs+].[Cs+], predict the reaction product. (4) Given the reactants Cl[C:2]1[CH:3]=[N:4][C:5]2[C:6]3[N:20]([CH:21]4[CH2:26][CH2:25][CH2:24][CH2:23][O:22]4)[N:19]=[CH:18][C:7]=3[C:8](=[O:17])[N:9]([CH2:12][C:13]([F:16])([F:15])[F:14])[C:10]=2[CH:11]=1.C([Sn](CCCC)(CCCC)[C:32]1[CH:37]=[CH:36][CH:35]=[CH:34][N:33]=1)CCC.CN(C=O)C.O, predict the reaction product. The product is: [N:33]1[CH:34]=[CH:35][CH:36]=[CH:37][C:32]=1[C:2]1[CH:3]=[N:4][C:5]2[C:6]3[N:20]([CH:21]4[CH2:26][CH2:25][CH2:24][CH2:23][O:22]4)[N:19]=[CH:18][C:7]=3[C:8](=[O:17])[N:9]([CH2:12][C:13]([F:15])([F:16])[F:14])[C:10]=2[CH:11]=1. (5) The product is: [C:27]([C:7]1[C:17]2[O:16][CH2:15][CH2:14][N:13]([C:18]([O:20][C:21]([CH3:24])([CH3:23])[CH3:22])=[O:19])[CH2:12][C:11]=2[CH:10]=[CH:9][CH:8]=1)#[N:28]. Given the reactants FC(F)(F)S(O[C:7]1[C:17]2[O:16][CH2:15][CH2:14][N:13]([C:18]([O:20][C:21]([CH3:24])([CH3:23])[CH3:22])=[O:19])[CH2:12][C:11]=2[CH:10]=[CH:9][CH:8]=1)(=O)=O.[CH3:27][N:28](C=O)C, predict the reaction product. (6) Given the reactants [C:1]([O:5][CH2:6][CH2:7][OH:8])(=[O:4])[CH:2]=[CH2:3].C(N(C(C)C)CC)(C)C.[S:18](Cl)([C:21]1[C:33]2[CH:32]=[CH:31][CH:30]=[C:26]([N:27]([CH3:29])[CH3:28])[C:25]=2[CH:24]=[CH:23][CH:22]=1)(=[O:20])=[O:19], predict the reaction product. The product is: [C:1]([O:5][CH2:6][CH2:7][O:8][S:18]([C:21]1[C:33]2[C:25](=[C:26]([N:27]([CH3:29])[CH3:28])[CH:30]=[CH:31][CH:32]=2)[CH:24]=[CH:23][CH:22]=1)(=[O:20])=[O:19])(=[O:4])[CH:2]=[CH2:3].